This data is from Full USPTO retrosynthesis dataset with 1.9M reactions from patents (1976-2016). The task is: Predict the reactants needed to synthesize the given product. (1) Given the product [O:1]1[C:5]2[CH:6]=[C:7]([CH:10]3[CH2:15][CH2:14][NH:13][CH2:12][CH2:11]3)[CH:8]=[CH:9][C:4]=2[CH:3]=[CH:2]1, predict the reactants needed to synthesize it. The reactants are: [O:1]1[C:5]2[CH:6]=[C:7]([CH:10]3[CH2:15][CH2:14][N:13](C(OC(C)(C)C)=O)[CH2:12][CH2:11]3)[CH:8]=[CH:9][C:4]=2[CH:3]=[CH:2]1.[OH-].[Na+]. (2) Given the product [F:31][C:32]1[CH:37]=[CH:36][C:35]([C:2]2[CH:7]=[CH:6][CH:5]=[CH:4][C:3]=2[CH2:8][CH2:9][C:10]([N:12]([CH:22]([CH3:24])[CH3:23])[NH:13][C:14](=[O:21])[C:15]2[CH:20]=[CH:19][CH:18]=[CH:17][CH:16]=2)=[O:11])=[C:34]([CH3:41])[CH:33]=1, predict the reactants needed to synthesize it. The reactants are: Br[C:2]1[CH:7]=[CH:6][CH:5]=[CH:4][C:3]=1[CH2:8][CH2:9][C:10]([N:12]([CH:22]([CH3:24])[CH3:23])[NH:13][C:14](=[O:21])[C:15]1[CH:20]=[CH:19][CH:18]=[CH:17][CH:16]=1)=[O:11].C([O-])([O-])=O.[Na+].[Na+].[F:31][C:32]1[CH:37]=[CH:36][C:35](B(O)O)=[C:34]([CH3:41])[CH:33]=1.